Dataset: Forward reaction prediction with 1.9M reactions from USPTO patents (1976-2016). Task: Predict the product of the given reaction. (1) Given the reactants FC(F)(F)C1C=C(S[C@H]2C[C@H](C(OC)=O)C2)C=CC=1.[F:20][C:21]([F:38])([F:37])[C:22]1[CH:23]=[C:24]([S:28]([CH:31]2[CH2:34][CH:33]([CH2:35][NH2:36])[CH2:32]2)(=[O:30])=[O:29])[CH:25]=[CH:26][CH:27]=1, predict the reaction product. The product is: [F:37][C:21]([F:20])([F:38])[C:22]1[CH:23]=[C:24]([S:28]([C@H:31]2[CH2:32][C@H:33]([CH2:35][NH2:36])[CH2:34]2)(=[O:30])=[O:29])[CH:25]=[CH:26][CH:27]=1. (2) Given the reactants [N:1]1([C:7](Cl)=[O:8])[CH2:6][CH2:5][O:4][CH2:3][CH2:2]1.[CH2:10]([O:12][CH2:13][C:14]1[N:15]([CH2:26][CH2:27][CH:28]2[CH2:33][CH2:32][NH:31][CH2:30][CH2:29]2)[C:16]2[C:21]([CH3:22])=[C:20]([CH3:23])[N:19]=[C:18]([NH2:24])[C:17]=2[N:25]=1)[CH3:11], predict the reaction product. The product is: [CH2:10]([O:12][CH2:13][C:14]1[N:15]([CH2:26][CH2:27][CH:28]2[CH2:29][CH2:30][N:31]([C:7]([N:1]3[CH2:6][CH2:5][O:4][CH2:3][CH2:2]3)=[O:8])[CH2:32][CH2:33]2)[C:16]2[C:21]([CH3:22])=[C:20]([CH3:23])[N:19]=[C:18]([NH2:24])[C:17]=2[N:25]=1)[CH3:11]. (3) The product is: [C:20]([O:24][C:25]([N:27]1[CH2:28][CH:29]=[C:30]([C:19]2[C:13]3[C:14](=[CH:15][N:16]=[C:11]([C:4]4[C:5]([CH2:9][CH3:10])=[CH:6][CH:7]=[CH:8][C:3]=4[CH2:1][CH3:2])[CH:12]=3)[NH:17][CH:18]=2)[CH2:31][CH2:32]1)=[O:26])([CH3:23])([CH3:21])[CH3:22]. Given the reactants [CH2:1]([C:3]1[CH:8]=[CH:7][CH:6]=[C:5]([CH2:9][CH3:10])[C:4]=1[C:11]1[CH:12]=[C:13]2[CH:19]=[CH:18][NH:17][C:14]2=[CH:15][N:16]=1)[CH3:2].[C:20]([O:24][C:25]([N:27]1[CH2:32][CH2:31][C:30](=O)[CH2:29][CH2:28]1)=[O:26])([CH3:23])([CH3:22])[CH3:21].C([O-])([O-])=O.[Cs+].[Cs+], predict the reaction product. (4) Given the reactants Br[C:2]1[CH:7]=[CH:6][C:5]([CH2:8][C@@H:9]([NH:18][C:19]([C:21]2[N:22]=[N:23][NH:24][CH:25]=2)=[O:20])[CH2:10][C@:11]([CH2:16][OH:17])([CH3:15])[C:12]([OH:14])=[O:13])=[CH:4][CH:3]=1.[CH3:26][O:27][C:28]1[CH:33]=[CH:32][CH:31]=[CH:30][C:29]=1B(O)O.C(=O)([O-])[O-].[Na+].[Na+].O, predict the reaction product. The product is: [OH:17][CH2:16][C@:11]([CH3:15])([CH2:10][C@H:9]([NH:18][C:19]([C:21]1[N:22]=[N:23][NH:24][CH:25]=1)=[O:20])[CH2:8][C:5]1[CH:6]=[CH:7][C:2]([C:29]2[CH:30]=[CH:31][CH:32]=[CH:33][C:28]=2[O:27][CH3:26])=[CH:3][CH:4]=1)[C:12]([OH:14])=[O:13]. (5) The product is: [F:19][C:2]([F:1])([F:18])[C:3]1[CH:4]=[C:5](/[CH:9]=[CH:10]/[C:11]2[S:12][C:13]([CH:16]=[O:17])=[CH:14][N:15]=2)[CH:6]=[CH:7][CH:8]=1. Given the reactants [F:1][C:2]([F:19])([F:18])[C:3]1[CH:4]=[C:5](/[CH:9]=[CH:10]/[C:11]2[S:12][C:13]([CH2:16][OH:17])=[CH:14][N:15]=2)[CH:6]=[CH:7][CH:8]=1, predict the reaction product.